This data is from NCI-60 drug combinations with 297,098 pairs across 59 cell lines. The task is: Regression. Given two drug SMILES strings and cell line genomic features, predict the synergy score measuring deviation from expected non-interaction effect. (1) Drug 1: CC(C1=C(C=CC(=C1Cl)F)Cl)OC2=C(N=CC(=C2)C3=CN(N=C3)C4CCNCC4)N. Drug 2: B(C(CC(C)C)NC(=O)C(CC1=CC=CC=C1)NC(=O)C2=NC=CN=C2)(O)O. Cell line: SNB-75. Synergy scores: CSS=1.18, Synergy_ZIP=-0.448, Synergy_Bliss=0.837, Synergy_Loewe=0.136, Synergy_HSA=-0.0812. (2) Drug 2: CC1C(C(CC(O1)OC2CC(CC3=C2C(=C4C(=C3O)C(=O)C5=C(C4=O)C(=CC=C5)OC)O)(C(=O)CO)O)N)O.Cl. Cell line: HCT-15. Synergy scores: CSS=46.0, Synergy_ZIP=0.520, Synergy_Bliss=0.181, Synergy_Loewe=4.47, Synergy_HSA=5.32. Drug 1: CC1C(C(CC(O1)OC2CC(CC3=C2C(=C4C(=C3O)C(=O)C5=CC=CC=C5C4=O)O)(C(=O)C)O)N)O. (3) Drug 1: COC1=CC(=CC(=C1O)OC)C2C3C(COC3=O)C(C4=CC5=C(C=C24)OCO5)OC6C(C(C7C(O6)COC(O7)C8=CC=CS8)O)O. Drug 2: CC1CCC2CC(C(=CC=CC=CC(CC(C(=O)C(C(C(=CC(C(=O)CC(OC(=O)C3CCCCN3C(=O)C(=O)C1(O2)O)C(C)CC4CCC(C(C4)OC)O)C)C)O)OC)C)C)C)OC. Cell line: M14. Synergy scores: CSS=44.3, Synergy_ZIP=-0.703, Synergy_Bliss=2.39, Synergy_Loewe=4.16, Synergy_HSA=4.56. (4) Drug 1: CC(C1=C(C=CC(=C1Cl)F)Cl)OC2=C(N=CC(=C2)C3=CN(N=C3)C4CCNCC4)N. Drug 2: CC1CCCC2(C(O2)CC(NC(=O)CC(C(C(=O)C(C1O)C)(C)C)O)C(=CC3=CSC(=N3)C)C)C. Cell line: TK-10. Synergy scores: CSS=6.18, Synergy_ZIP=2.14, Synergy_Bliss=6.61, Synergy_Loewe=3.61, Synergy_HSA=4.89. (5) Drug 1: CCCCC(=O)OCC(=O)C1(CC(C2=C(C1)C(=C3C(=C2O)C(=O)C4=C(C3=O)C=CC=C4OC)O)OC5CC(C(C(O5)C)O)NC(=O)C(F)(F)F)O. Drug 2: C(CCl)NC(=O)N(CCCl)N=O. Cell line: T-47D. Synergy scores: CSS=13.9, Synergy_ZIP=-3.53, Synergy_Bliss=-4.59, Synergy_Loewe=-25.3, Synergy_HSA=-4.10. (6) Drug 1: CC1C(C(=O)NC(C(=O)N2CCCC2C(=O)N(CC(=O)N(C(C(=O)O1)C(C)C)C)C)C(C)C)NC(=O)C3=C4C(=C(C=C3)C)OC5=C(C(=O)C(=C(C5=N4)C(=O)NC6C(OC(=O)C(N(C(=O)CN(C(=O)C7CCCN7C(=O)C(NC6=O)C(C)C)C)C)C(C)C)C)N)C. Drug 2: CN1C(=O)N2C=NC(=C2N=N1)C(=O)N. Cell line: SK-OV-3. Synergy scores: CSS=16.6, Synergy_ZIP=-5.84, Synergy_Bliss=-2.64, Synergy_Loewe=-24.3, Synergy_HSA=-3.30. (7) Drug 1: CCN(CC)CCNC(=O)C1=C(NC(=C1C)C=C2C3=C(C=CC(=C3)F)NC2=O)C. Drug 2: CCC1(C2=C(COC1=O)C(=O)N3CC4=CC5=C(C=CC(=C5CN(C)C)O)N=C4C3=C2)O.Cl. Synergy scores: CSS=11.4, Synergy_ZIP=3.64, Synergy_Bliss=3.97, Synergy_Loewe=-13.9, Synergy_HSA=-2.49. Cell line: OVCAR3.